Dataset: Forward reaction prediction with 1.9M reactions from USPTO patents (1976-2016). Task: Predict the product of the given reaction. (1) Given the reactants [NH2:1][CH2:2][CH2:3][CH2:4][O:5][C:6]1[CH:14]=[C:13]2[C:9]([CH:10]=[CH:11][NH:12]2)=[CH:8][CH:7]=1.Br.CC1C([C:22]2[NH:23][CH2:24][CH2:25][N:26]=2)=C(C)NN=1.C(N(CC)CC)C, predict the reaction product. The product is: [NH:26]1[CH2:25][CH2:24][N:23]=[C:22]1[NH:1][CH2:2][CH2:3][CH2:4][O:5][C:6]1[CH:14]=[C:13]2[C:9]([CH:10]=[CH:11][NH:12]2)=[CH:8][CH:7]=1. (2) The product is: [CH:32]([O:35][C:36]([N:38]1[CH2:39][CH2:40][CH:41]([O:44][C:45]2[CH:46]=[CH:47][C:48]([C:21]3[CH:20]=[CH:19][C:18]([C@H:9]([NH:8][C:6]([O:5][C:1]([CH3:4])([CH3:3])[CH3:2])=[O:7])[C:10]([N:12]4[CH2:16][CH2:15][C@H:14]([F:17])[CH2:13]4)=[O:11])=[CH:23][CH:22]=3)=[CH:49][CH:50]=2)[CH2:42][CH2:43]1)=[O:37])([CH3:34])[CH3:33]. Given the reactants [C:1]([O:5][C:6]([NH:8][CH:9]([C:18]1[CH:23]=[CH:22][C:21](OS(C(F)(F)F)(=O)=O)=[CH:20][CH:19]=1)[C:10]([N:12]1[CH2:16][CH2:15][C@H:14]([F:17])[CH2:13]1)=[O:11])=[O:7])([CH3:4])([CH3:3])[CH3:2].[CH:32]([O:35][C:36]([N:38]1[CH2:43][CH2:42][CH:41]([O:44][C:45]2[CH:50]=[CH:49][C:48](B3OC(C)(C)C(C)(C)O3)=[CH:47][CH:46]=2)[CH2:40][CH2:39]1)=[O:37])([CH3:34])[CH3:33].C([O-])([O-])=O.[Na+].[Na+], predict the reaction product.